From a dataset of Forward reaction prediction with 1.9M reactions from USPTO patents (1976-2016). Predict the product of the given reaction. Given the reactants Cl.[Cl:2][C:3]1[CH:4]=[C:5]2[C:10](=[CH:11][CH:12]=1)[CH:9]=[C:8]([S:13]([N:16]1[CH2:21][CH2:20][N:19]([C:22]([C:24]3[NH:32][C:31]4[CH2:30][CH2:29][NH:28][CH2:27][C:26]=4[CH:25]=3)=[O:23])[CH2:18][CH2:17]1)(=[O:15])=[O:14])[CH:7]=[CH:6]2.C(=O)(O)[O-].[Na+].[C:38](O[C:38]([O:40][C:41]([CH3:44])([CH3:43])[CH3:42])=[O:39])([O:40][C:41]([CH3:44])([CH3:43])[CH3:42])=[O:39].O, predict the reaction product. The product is: [C:41]([O:40][C:38]([N:28]1[CH2:29][CH2:30][C:31]2[NH:32][C:24]([C:22]([N:19]3[CH2:20][CH2:21][N:16]([S:13]([C:8]4[CH:7]=[CH:6][C:5]5[C:10](=[CH:11][CH:12]=[C:3]([Cl:2])[CH:4]=5)[CH:9]=4)(=[O:15])=[O:14])[CH2:17][CH2:18]3)=[O:23])=[CH:25][C:26]=2[CH2:27]1)=[O:39])([CH3:44])([CH3:43])[CH3:42].